Dataset: Reaction yield outcomes from USPTO patents with 853,638 reactions. Task: Predict the reaction yield, written as a fraction of the theoretical maximum amount of product (1.0 means a 100% yield; for example, 0.34 means a 34% yield). The reactants are Cl.N[C@H:3]([C:11]([OH:13])=[O:12])[CH2:4][C:5]1[CH:10]=[CH:9][CH:8]=[CH:7][CH:6]=1.S(=O)(=O)(O)[OH:15].N([O-])=O.[Na+].O. The catalyst is C(OCC)C. The product is [OH:15][C@@H:3]([CH2:4][C:5]1[CH:10]=[CH:9][CH:8]=[CH:7][CH:6]=1)[C:11]([OH:13])=[O:12]. The yield is 0.420.